From a dataset of Catalyst prediction with 721,799 reactions and 888 catalyst types from USPTO. Predict which catalyst facilitates the given reaction. (1) Reactant: [C:1]([C:3]1[C:12]([O:13][C@H:14]2[CH2:19][CH2:18][C@@H:17]([CH3:20])[CH2:16][CH2:15]2)=[CH:11][CH:10]=[C:9]2[C:4]=1[CH:5]=[CH:6][C:7]([CH2:21][N:22]1[CH:27]3[CH2:28][CH2:29][CH:23]1[CH2:24][CH:25]([C:30]([O:32]C)=[O:31])[CH2:26]3)=[CH:8]2)#[N:2].[OH-].[Na+].O.Cl. The catalyst class is: 5. Product: [C:1]([C:3]1[C:12]([O:13][C@H:14]2[CH2:15][CH2:16][C@@H:17]([CH3:20])[CH2:18][CH2:19]2)=[CH:11][CH:10]=[C:9]2[C:4]=1[CH:5]=[CH:6][C:7]([CH2:21][N:22]1[CH:27]3[CH2:28][CH2:29][CH:23]1[CH2:24][CH:25]([C:30]([OH:32])=[O:31])[CH2:26]3)=[CH:8]2)#[N:2]. (2) Product: [CH3:16][N:15]([CH3:17])[CH:12]1[CH2:13][CH2:14][CH:9]([NH:8][C:6](=[O:7])[C:5]2[CH:18]=[CH:19][C:2]([B:24]3[O:28][C:27]([CH3:30])([CH3:29])[C:26]([CH3:32])([CH3:31])[O:25]3)=[C:3]([C:20]([F:23])([F:22])[F:21])[CH:4]=2)[CH2:10][CH2:11]1. The catalyst class is: 418. Reactant: Br[C:2]1[CH:19]=[CH:18][C:5]([C:6]([NH:8][CH:9]2[CH2:14][CH2:13][CH:12]([N:15]([CH3:17])[CH3:16])[CH2:11][CH2:10]2)=[O:7])=[CH:4][C:3]=1[C:20]([F:23])([F:22])[F:21].[B:24]1([B:24]2[O:28][C:27]([CH3:30])([CH3:29])[C:26]([CH3:32])([CH3:31])[O:25]2)[O:28][C:27]([CH3:30])([CH3:29])[C:26]([CH3:32])([CH3:31])[O:25]1.C([O-])(=O)C.[K+]. (3) Reactant: O1CCCC1.C([N-]C(C)C)(C)C.[Li+].[CH3:14][C:15]1[CH:20]=[CH:19][CH:18]=[CH:17][N:16]=1.CON[C:24]([C:26]1(C)[CH:34]=[C:33]2[C:29](=[C:30]([CH:36]([C:50]3[CH:58]=[CH:57][C:53]4[O:54][CH2:55][O:56][C:52]=4[CH:51]=3)[C:37]([NH:39][S:40]([C:43]3[CH:48]=[CH:47][C:46]([CH3:49])=[CH:45][CH:44]=3)(=[O:42])=[O:41])=[O:38])[CH2:31][N:32]2[CH3:35])[CH:28]=[CH:27]1)=[O:25]. Product: [O:54]1[C:53]2[CH:57]=[CH:58][C:50]([CH:36]([C:30]3[C:29]4[C:33](=[CH:34][C:26]([C:24](=[O:25])[CH2:14][C:15]5[CH:20]=[CH:19][CH:18]=[CH:17][N:16]=5)=[CH:27][CH:28]=4)[N:32]([CH3:35])[CH:31]=3)[C:37]([NH:39][S:40]([C:43]3[CH:44]=[CH:45][C:46]([CH3:49])=[CH:47][CH:48]=3)(=[O:42])=[O:41])=[O:38])=[CH:51][C:52]=2[O:56][CH2:55]1. The catalyst class is: 7. (4) Reactant: [OH-:1].[Na+].[F:3][C:4]([P:10](C(F)(F)C(F)(F)F)[C:11]([F:17])([F:16])[C:12]([F:15])([F:14])[F:13])([F:9])[C:5]([F:8])([F:7])[F:6].Br. Product: [F:3][C:4]([P:10]([C:11]([F:17])([F:16])[C:12]([F:15])([F:14])[F:13])[OH:1])([F:9])[C:5]([F:8])([F:7])[F:6]. The catalyst class is: 27. (5) Product: [CH2:48]([O:50][C:51](=[O:54])[CH2:52][NH:53][C:13]([C:10]1[CH:9]=[C:8]([C:4]2[CH:5]=[CH:6][CH:7]=[C:2]([O:1][CH2:16][C:29]3[CH:28]=[CH:27][CH:26]=[CH:25][CH:30]=3)[CH:3]=2)[NH:12][N:11]=1)=[O:15])[CH3:49]. The catalyst class is: 18. Reactant: [OH:1][C:2]1[CH:3]=[C:4]([C:8]2[NH:12][N:11]=[C:10]([C:13]([OH:15])=O)[CH:9]=2)[CH:5]=[CH:6][CH:7]=1.[CH3:16]CN(C(C)C)C(C)C.[CH:25]1[CH:26]=[CH:27][C:28]2N(O)N=N[C:29]=2[CH:30]=1.CCN=C=NCCCN(C)C.Cl.Cl.[CH2:48]([O:50][C:51](=[O:54])[CH2:52][NH2:53])[CH3:49]. (6) Reactant: [CH2:1]([O:5][C:6]1[CH:7]=[C:8]([O:12][C:13]2[CH:14]=[C:15]([CH:18]=[CH:19][CH:20]=2)[C:16]#[N:17])[CH:9]=[CH:10][CH:11]=1)[CH2:2][CH2:3][CH3:4].C1COCC1.[H-].[Al+3].[Li+].[H-].[H-].[H-].[OH-].[Na+]. Product: [CH2:1]([O:5][C:6]1[CH:7]=[C:8]([O:12][C:13]2[CH:14]=[C:15]([CH:18]=[CH:19][CH:20]=2)[CH2:16][NH2:17])[CH:9]=[CH:10][CH:11]=1)[CH2:2][CH2:3][CH3:4]. The catalyst class is: 97. (7) Reactant: [CH3:1][O:2][C:3](=[O:30])[CH2:4][NH:5][C:6]([C:8]1[C:13]([O:14]CC2C=CC=CC=2)=[CH:12][C:11]([O:22]CC2C=CC=CC=2)=[CH:10][N:9]=1)=[O:7]. Product: [CH3:1][O:2][C:3](=[O:30])[CH2:4][NH:5][C:6]([C:8]1[C:13]([OH:14])=[CH:12][C:11]([OH:22])=[CH:10][N:9]=1)=[O:7]. The catalyst class is: 19. (8) Reactant: [Cl:1][C:2]1[CH:7]=[CH:6][CH:5]=[CH:4][C:3]=1[C:8]1[N:12]([C:13]2[C:20]3[S:19][C:18]([NH:21]C(C4CC4)=O)=[N:17][C:16]=3[NH:15][N:14]=2)[CH:11]=[N:10][CH:9]=1.Cl(O)(=O)(=O)=O. Product: [Cl:1][C:2]1[CH:7]=[CH:6][CH:5]=[CH:4][C:3]=1[C:8]1[N:12]([C:13]2[C:20]3[S:19][C:18]([NH2:21])=[N:17][C:16]=3[NH:15][N:14]=2)[CH:11]=[N:10][CH:9]=1. The catalyst class is: 315. (9) Reactant: FC(F)(F)C(O)=O.C(OC([N:15]1[CH2:20][CH2:19][CH2:18][CH2:17][CH:16]1[C:21]1[CH:25]=[C:24]([C:26]2[CH:31]=[CH:30][CH:29]=[C:28]([Cl:32])[CH:27]=2)[O:23][N:22]=1)=O)(C)(C)C. Product: [Cl:32][C:28]1[CH:27]=[C:26]([C:24]2[O:23][N:22]=[C:21]([CH:16]3[CH2:17][CH2:18][CH2:19][CH2:20][NH:15]3)[CH:25]=2)[CH:31]=[CH:30][CH:29]=1. The catalyst class is: 4. (10) Reactant: [CH3:1][C:2]1[CH:3]=[C:4]2[N:9]([CH:10]=1)[N:8]=[CH:7][N:6]=[C:5]2[NH2:11].[Cl-].[CH2:13]=[N+:14]1[CH2:19][CH2:18][O:17][CH2:16][CH2:15]1.[Br:20]N1C(C)(C)C(=O)N(Br)C1=O. Product: [Br:20][C:3]1[C:2]([CH3:1])=[C:10]([CH2:13][N:14]2[CH2:19][CH2:18][O:17][CH2:16][CH2:15]2)[N:9]2[C:4]=1[C:5]([NH2:11])=[N:6][CH:7]=[N:8]2. The catalyst class is: 3.